From a dataset of Forward reaction prediction with 1.9M reactions from USPTO patents (1976-2016). Predict the product of the given reaction. Given the reactants [Cl:1][C:2]1[CH:3]=[C:4]([CH:9]=[C:10]([Cl:16])[C:11]=1[O:12][CH:13]([CH3:15])[CH3:14])[C:5]([O:7]C)=[O:6].[OH-].[Na+], predict the reaction product. The product is: [Cl:1][C:2]1[CH:3]=[C:4]([CH:9]=[C:10]([Cl:16])[C:11]=1[O:12][CH:13]([CH3:14])[CH3:15])[C:5]([OH:7])=[O:6].